Task: Predict the product of the given reaction.. Dataset: Forward reaction prediction with 1.9M reactions from USPTO patents (1976-2016) (1) Given the reactants [C:1]1([S:7]([C:10]2[CH:11]=[C:12]3[C:16](=[CH:17][CH:18]=2)[N:15]([CH2:19][CH2:20][OH:21])[C:14]2[CH2:22][CH:23]4[NH:27][CH:26]([C:13]3=2)[CH2:25][CH2:24]4)(=[O:9])=[O:8])[CH:6]=[CH:5][CH:4]=[CH:3][CH:2]=1.[ClH:28], predict the reaction product. The product is: [ClH:28].[C:1]1([S:7]([C:10]2[CH:11]=[C:12]3[C:16](=[CH:17][CH:18]=2)[N:15]([CH2:19][CH2:20][OH:21])[C:14]2[CH2:22][CH:23]4[NH:27][CH:26]([C:13]3=2)[CH2:25][CH2:24]4)(=[O:9])=[O:8])[CH:2]=[CH:3][CH:4]=[CH:5][CH:6]=1. (2) Given the reactants [OH:1][B:2]([OH:13])[C:3]1[CH:11]=[CH:10][C:6]([C:7]([OH:9])=O)=[C:5]([F:12])[CH:4]=1.CN(C(ON1N=NC2C=CC=CC1=2)=[N+](C)C)C.F[P-](F)(F)(F)(F)F.CCN(C(C)C)C(C)C.[CH3:47][C@@H:48]1[CH2:53][NH:52][CH2:51][CH2:50][N:49]1[C:54]([O:56][C:57]([CH3:60])([CH3:59])[CH3:58])=[O:55], predict the reaction product. The product is: [C:57]([O:56][C:54]([N:49]1[CH2:50][CH2:51][N:52]([C:7]([C:6]2[CH:10]=[CH:11][C:3]([B:2]([OH:1])[OH:13])=[CH:4][C:5]=2[F:12])=[O:9])[CH2:53][C@@H:48]1[CH3:47])=[O:55])([CH3:60])([CH3:58])[CH3:59]. (3) Given the reactants [CH3:1][C:2]1[N:3]=[CH:4][N:5]([C:8]2[CH:9]=[C:10]([CH:12]=[CH:13][CH:14]=2)[NH2:11])[C:6]=1[CH3:7].[Cl:15][C:16]1[C:21]([Cl:22])=[CH:20][CH:19]=[CH:18][C:17]=1[CH:23]=[CH:24][C:25](O)=[O:26].Cl.C(N=C=NCCCN(C)C)C, predict the reaction product. The product is: [Cl:15][C:16]1[C:21]([Cl:22])=[CH:20][CH:19]=[CH:18][C:17]=1/[CH:23]=[CH:24]/[C:25]([NH:11][C:10]1[CH:12]=[CH:13][CH:14]=[C:8]([N:5]2[C:6]([CH3:7])=[C:2]([CH3:1])[N:3]=[CH:4]2)[CH:9]=1)=[O:26]. (4) Given the reactants NCCC(O)=O.C[Si](Cl)(C)C.C(N(CC)CC)C.[C:34]([O:33][C:31](NC(=N[C:31]([O:33][C:34]([CH3:37])([CH3:36])[CH3:35])=[O:32])SC)=[O:32])([CH3:37])([CH3:36])[CH3:35].CC(OC([NH:45][C:46]([NH:55][CH2:56][CH2:57][C:58]([OH:60])=[O:59])=[N:47][C:48]([O:50][C:51]([CH3:54])([CH3:53])[CH3:52])=[O:49])=O)(C)C.[CH2:61](O)[CH2:62][CH:63]=[CH2:64].C1CCC(N=C=NC2CCCCC2)CC1, predict the reaction product. The product is: [CH3:37][C:34]([O:33][C:31]([N:47]([C:48]([O:50][C:51]([CH3:52])([CH3:53])[CH3:54])=[O:49])[C:46]([NH:55][CH2:56][CH2:57][C:58]([O:60][CH2:64][CH2:63][CH:62]=[CH2:61])=[O:59])=[NH:45])=[O:32])([CH3:35])[CH3:36].